Regression. Given a peptide amino acid sequence and an MHC pseudo amino acid sequence, predict their binding affinity value. This is MHC class I binding data. From a dataset of Peptide-MHC class I binding affinity with 185,985 pairs from IEDB/IMGT. (1) The peptide sequence is SLTILDDNLY. The MHC is HLA-A03:01 with pseudo-sequence HLA-A03:01. The binding affinity (normalized) is 0.427. (2) The peptide sequence is GVAPGTAVLR. The MHC is HLA-A11:01 with pseudo-sequence HLA-A11:01. The binding affinity (normalized) is 0.528. (3) The peptide sequence is APYMVGDVI. The MHC is HLA-B54:01 with pseudo-sequence HLA-B54:01. The binding affinity (normalized) is 0.0559. (4) The peptide sequence is YSDIFNNVL. The MHC is HLA-A30:01 with pseudo-sequence HLA-A30:01. The binding affinity (normalized) is 0.0847. (5) The peptide sequence is REVLRTEL. The MHC is Mamu-B01 with pseudo-sequence Mamu-B01. The binding affinity (normalized) is 0. (6) The peptide sequence is FFENRSETWPI. The binding affinity (normalized) is 0. The MHC is HLA-A26:01 with pseudo-sequence HLA-A26:01. (7) The peptide sequence is KSSIKDSMY. The MHC is HLA-A11:01 with pseudo-sequence HLA-A11:01. The binding affinity (normalized) is 0.315.